Dataset: NCI-60 drug combinations with 297,098 pairs across 59 cell lines. Task: Regression. Given two drug SMILES strings and cell line genomic features, predict the synergy score measuring deviation from expected non-interaction effect. (1) Drug 1: CC(C)NC(=O)C1=CC=C(C=C1)CNNC.Cl. Drug 2: C1CCC(C(C1)N)N.C(=O)(C(=O)[O-])[O-].[Pt+4]. Cell line: MALME-3M. Synergy scores: CSS=-2.40, Synergy_ZIP=-2.98, Synergy_Bliss=-9.42, Synergy_Loewe=-46.3, Synergy_HSA=-12.6. (2) Drug 1: CCC1(CC2CC(C3=C(CCN(C2)C1)C4=CC=CC=C4N3)(C5=C(C=C6C(=C5)C78CCN9C7C(C=CC9)(C(C(C8N6C)(C(=O)OC)O)OC(=O)C)CC)OC)C(=O)OC)O.OS(=O)(=O)O. Drug 2: C1=CN(C=N1)CC(O)(P(=O)(O)O)P(=O)(O)O. Cell line: NCI-H522. Synergy scores: CSS=1.86, Synergy_ZIP=-0.142, Synergy_Bliss=-0.677, Synergy_Loewe=0.102, Synergy_HSA=-0.863. (3) Drug 1: CS(=O)(=O)C1=CC(=C(C=C1)C(=O)NC2=CC(=C(C=C2)Cl)C3=CC=CC=N3)Cl. Drug 2: C1=NC2=C(N=C(N=C2N1C3C(C(C(O3)CO)O)O)F)N. Cell line: COLO 205. Synergy scores: CSS=-16.8, Synergy_ZIP=-3.82, Synergy_Bliss=-28.3, Synergy_Loewe=-49.5, Synergy_HSA=-33.8. (4) Drug 1: C1CCN(CC1)CCOC2=CC=C(C=C2)C(=O)C3=C(SC4=C3C=CC(=C4)O)C5=CC=C(C=C5)O. Drug 2: C#CCC(CC1=CN=C2C(=N1)C(=NC(=N2)N)N)C3=CC=C(C=C3)C(=O)NC(CCC(=O)O)C(=O)O. Cell line: EKVX. Synergy scores: CSS=0.0650, Synergy_ZIP=1.23, Synergy_Bliss=-1.01, Synergy_Loewe=0.244, Synergy_HSA=-4.11. (5) Drug 1: CN(C)C1=NC(=NC(=N1)N(C)C)N(C)C. Drug 2: C1CCC(C(C1)N)N.C(=O)(C(=O)[O-])[O-].[Pt+4]. Cell line: HCT116. Synergy scores: CSS=21.7, Synergy_ZIP=5.21, Synergy_Bliss=3.53, Synergy_Loewe=-58.4, Synergy_HSA=4.26. (6) Drug 1: CC1C(C(=O)NC(C(=O)N2CCCC2C(=O)N(CC(=O)N(C(C(=O)O1)C(C)C)C)C)C(C)C)NC(=O)C3=C4C(=C(C=C3)C)OC5=C(C(=O)C(=C(C5=N4)C(=O)NC6C(OC(=O)C(N(C(=O)CN(C(=O)C7CCCN7C(=O)C(NC6=O)C(C)C)C)C)C(C)C)C)N)C. Drug 2: C1CC(=O)NC(=O)C1N2C(=O)C3=CC=CC=C3C2=O. Cell line: MCF7. Synergy scores: CSS=7.61, Synergy_ZIP=-4.29, Synergy_Bliss=-2.70, Synergy_Loewe=-23.8, Synergy_HSA=-5.07. (7) Drug 1: CN1C(=O)N2C=NC(=C2N=N1)C(=O)N. Drug 2: C1=CC=C(C=C1)NC(=O)CCCCCCC(=O)NO. Cell line: MDA-MB-435. Synergy scores: CSS=4.16, Synergy_ZIP=-1.93, Synergy_Bliss=-5.35, Synergy_Loewe=-13.2, Synergy_HSA=-7.85.